Dataset: Full USPTO retrosynthesis dataset with 1.9M reactions from patents (1976-2016). Task: Predict the reactants needed to synthesize the given product. (1) Given the product [Cl:47][C:42]1[CH:43]=[CH:44][CH:45]=[CH:46][C:41]=1[O:40][CH2:39][CH2:38][CH2:37][O:14][C:11]1[CH:10]=[CH:9][C:8]([CH:7]2[CH:6]([O:15][Si:16]([CH:17]([CH3:18])[CH3:19])([CH:20]([CH3:22])[CH3:21])[CH:23]([CH3:24])[CH3:25])[CH2:5][N:4]([C:26]([O:28][CH2:29][C:30]3[CH:31]=[CH:32][CH:33]=[CH:34][CH:35]=3)=[O:27])[CH2:3][CH:2]2[OH:1])=[CH:13][CH:12]=1, predict the reactants needed to synthesize it. The reactants are: [OH:1][CH:2]1[CH:7]([C:8]2[CH:13]=[CH:12][C:11]([OH:14])=[CH:10][CH:9]=2)[CH:6]([O:15][Si:16]([CH:23]([CH3:25])[CH3:24])([CH:20]([CH3:22])[CH3:21])[CH:17]([CH3:19])[CH3:18])[CH2:5][N:4]([C:26]([O:28][CH2:29][C:30]2[CH:35]=[CH:34][CH:33]=[CH:32][CH:31]=2)=[O:27])[CH2:3]1.Br[CH2:37][CH2:38][CH2:39][O:40][C:41]1[CH:46]=[CH:45][CH:44]=[CH:43][C:42]=1[Cl:47]. (2) Given the product [NH2:30][CH2:29][C:25]1[CH:24]=[C:23]([C:19]2[CH:20]=[CH:21][CH:22]=[C:17]([CH2:16][O:15][C:5]3[C:4]([Br:3])=[CH:9][CH:8]=[CH:7][C:6]=3[CH2:10][C:11]([OH:13])=[O:12])[CH:18]=2)[CH:28]=[CH:27][CH:26]=1, predict the reactants needed to synthesize it. The reactants are: [OH-].[Na+].[Br:3][C:4]1[C:5]([O:15][CH2:16][C:17]2[CH:18]=[C:19]([C:23]3[CH:28]=[CH:27][CH:26]=[C:25]([CH2:29][NH:30]C(OC(C)(C)C)=O)[CH:24]=3)[CH:20]=[CH:21][CH:22]=2)=[C:6]([CH2:10][C:11]([O:13]C)=[O:12])[CH:7]=[CH:8][CH:9]=1.Cl.